Dataset: Full USPTO retrosynthesis dataset with 1.9M reactions from patents (1976-2016). Task: Predict the reactants needed to synthesize the given product. (1) Given the product [C:1]([O:5][C:6](=[O:7])[NH:8][CH:9]([CH2:27][C:28]1[CH:33]=[CH:32][C:31]([Cl:34])=[CH:30][C:29]=1[Cl:35])[C:10]([N:12]1[CH2:13][CH2:14][N:15]([C@@H:18]2[CH2:23][CH2:22][CH2:21][CH2:20][C@H:19]2[C:24](=[O:26])[NH:39][CH:36]([CH3:38])[CH3:37])[CH2:16][CH2:17]1)=[O:11])([CH3:2])([CH3:3])[CH3:4], predict the reactants needed to synthesize it. The reactants are: [C:1]([O:5][C:6]([NH:8][CH:9]([CH2:27][C:28]1[CH:33]=[CH:32][C:31]([Cl:34])=[CH:30][C:29]=1[Cl:35])[C:10]([N:12]1[CH2:17][CH2:16][N:15]([C@@H:18]2[CH2:23][CH2:22][CH2:21][CH2:20][C@H:19]2[C:24]([OH:26])=O)[CH2:14][CH2:13]1)=[O:11])=[O:7])([CH3:4])([CH3:3])[CH3:2].[CH:36]([N:39](C(C)C)CC)([CH3:38])[CH3:37].CN(C(ON1N=NC2C=CC=CC1=2)=[N+](C)C)C.F[P-](F)(F)(F)(F)F.C(N)(C)C. (2) Given the product [N:76]([CH2:35][CH2:36][N:37]1[CH:41]=[C:40]([N:42]2[CH:47]=[CH:46][C:45](=[O:48])[C:44]([CH2:49][C:50]3[CH:51]=[C:52]([NH:56][C:57](=[O:61])[O:58][CH2:59][CH3:60])[CH:53]=[CH:54][CH:55]=3)=[N:43]2)[CH:39]=[N:38]1)=[N+:77]=[N-:78], predict the reactants needed to synthesize it. The reactants are: C1(P(C2C=CC=CC=2)C2C=CC=CC=2)C=CC=CC=1.N(C(OC(C)C)=O)=NC(OC(C)C)=O.O[CH2:35][CH2:36][N:37]1[CH:41]=[C:40]([N:42]2[CH:47]=[CH:46][C:45](=[O:48])[C:44]([CH2:49][C:50]3[CH:51]=[C:52]([NH:56][C:57](=[O:61])[O:58][CH2:59][CH3:60])[CH:53]=[CH:54][CH:55]=3)=[N:43]2)[CH:39]=[N:38]1.C1(P([N:76]=[N+:77]=[N-:78])(C2C=CC=CC=2)=O)C=CC=CC=1. (3) Given the product [Cl:12][S:13]([C:7]1[CH:6]=[CH:5][C:3]([OH:4])=[C:2]([CH:8]=1)[C:1]([O:10][CH3:11])=[O:9])(=[O:15])=[O:14], predict the reactants needed to synthesize it. The reactants are: [C:1]([O:10][CH3:11])(=[O:9])[C:2]1[C:3](=[CH:5][CH:6]=[CH:7][CH:8]=1)[OH:4].[Cl:12][S:13](O)(=[O:15])=[O:14].